Dataset: Forward reaction prediction with 1.9M reactions from USPTO patents (1976-2016). Task: Predict the product of the given reaction. (1) The product is: [F:33][C:31]1[CH:30]=[CH:29][C:28]([O:40][CH3:37])=[C:9]([C:8]2[C:3]([O:2][CH3:1])=[N:4][C:5]([C:15]3[C:20]([O:21][CH3:22])=[CH:19][C:18]([CH3:23])=[CH:17][C:16]=3[CH3:24])=[N:6][C:7]=2[CH3:14])[CH:32]=1. Given the reactants [CH3:1][O:2][C:3]1[C:8]([CH2:9]S([O-])(=O)=O)=[C:7]([CH3:14])[N:6]=[C:5]([C:15]2[C:20]([O:21][CH3:22])=[CH:19][C:18]([CH3:23])=[CH:17][C:16]=2[CH3:24])[N:4]=1.COC1[CH:32]=[C:31]([F:33])[CH:30]=[CH:29][C:28]=1B(O)O.[C:37](=[O:40])([O-])[O-].[Na+].[Na+], predict the reaction product. (2) Given the reactants Cl[CH2:2][CH2:3][CH2:4][C:5]([NH:7][N:8]([C:15](=[O:22])[CH2:16][C:17]([O:19][CH2:20][CH3:21])=[O:18])[C:9]1[CH:14]=[CH:13][CH:12]=[CH:11][CH:10]=1)=[O:6].[H-].[Na+], predict the reaction product. The product is: [O:22]=[C:15]([N:8]([N:7]1[CH2:2][CH2:3][CH2:4][C:5]1=[O:6])[C:9]1[CH:14]=[CH:13][CH:12]=[CH:11][CH:10]=1)[CH2:16][C:17]([O:19][CH2:20][CH3:21])=[O:18].